Dataset: Forward reaction prediction with 1.9M reactions from USPTO patents (1976-2016). Task: Predict the product of the given reaction. (1) Given the reactants [CH2:1]([O:3][C:4](=[O:18])[C:5](=[N:16][NH2:17])[C:6]([C:8]1[CH:13]=[CH:12][CH:11]=[C:10]([Cl:14])[C:9]=1F)=[O:7])[CH3:2].[I:19][C:20]1[CH:27]=[CH:26][C:23]([CH2:24]Br)=[CH:22][CH:21]=1.[H-].[Na+].[Cl-].[NH4+], predict the reaction product. The product is: [CH2:1]([O:3][C:4]([C:5]1[C:6](=[O:7])[C:8]2[C:9](=[C:10]([Cl:14])[CH:11]=[CH:12][CH:13]=2)[N:17]([CH2:24][C:23]2[CH:26]=[CH:27][C:20]([I:19])=[CH:21][CH:22]=2)[N:16]=1)=[O:18])[CH3:2]. (2) Given the reactants Br[CH2:2][C:3]1[C:12]([C:13]([O:15]C)=O)=[C:11]([Cl:17])[C:10]2[C:5](=[CH:6][CH:7]=[CH:8][CH:9]=2)[N:4]=1.[CH2:18]([NH2:20])[CH3:19], predict the reaction product. The product is: [Cl:17][C:11]1[C:10]2[CH:9]=[CH:8][CH:7]=[CH:6][C:5]=2[N:4]=[C:3]2[CH2:2][N:20]([CH2:18][CH3:19])[C:13](=[O:15])[C:12]=12. (3) Given the reactants [CH:1]1([C:4](=[O:10])[CH2:5][C:6]([O:8][CH3:9])=[O:7])[CH2:3][CH2:2]1.CCN(CC)CC.[F:18][C:19]1([F:29])[CH2:24][CH2:23][CH:22]([C:25](Cl)=[N:26]O)[CH2:21][CH2:20]1, predict the reaction product. The product is: [CH:1]1([C:4]2[O:10][N:26]=[C:25]([CH:22]3[CH2:23][CH2:24][C:19]([F:29])([F:18])[CH2:20][CH2:21]3)[C:5]=2[C:6]([O:8][CH3:9])=[O:7])[CH2:3][CH2:2]1.